Dataset: Forward reaction prediction with 1.9M reactions from USPTO patents (1976-2016). Task: Predict the product of the given reaction. (1) Given the reactants [S:1]1[C:5]([C:6]2[CH:7]=[C:8]([OH:12])[CH:9]=[CH:10][CH:11]=2)=[CH:4][N:3]=[CH:2]1.[Cl:13][C:14]1[CH:15]=[C:16]([N+:21]([O-:23])=[O:22])[CH:17]=[CH:18][C:19]=1F.C(=O)([O-])[O-].[K+].[K+], predict the reaction product. The product is: [Cl:13][C:14]1[CH:15]=[C:16]([N+:21]([O-:23])=[O:22])[CH:17]=[CH:18][C:19]=1[O:12][C:8]1[CH:7]=[C:6]([C:5]2[S:1][CH:2]=[N:3][CH:4]=2)[CH:11]=[CH:10][CH:9]=1. (2) The product is: [CH3:16][C:10]1[C:11]([N+:13]([O-:15])=[O:14])=[CH:12][C:7]([NH:6][C:5](=[O:26])[CH3:4])=[N+:8]([O-:17])[CH:9]=1. Given the reactants COC1C=C(OC)C=C[C:4]=1[CH2:5][NH:6][C:7]1[N+:8]([O-:17])=[CH:9][C:10]([CH3:16])=[C:11]([N+:13]([O-:15])=[O:14])[CH:12]=1.C(OC(=O)C)(=[O:26])C, predict the reaction product.